Predict the product of the given reaction. From a dataset of Forward reaction prediction with 1.9M reactions from USPTO patents (1976-2016). (1) Given the reactants [Cl:1][C:2]1[CH:7]=[C:6]([CH3:8])[CH:5]=[CH:4][C:3]=1[C:9]1[N:27]([CH2:28][C@@H:29]2[CH2:34][CH2:33][CH2:32][N:31](C(OC(C)(C)C)=O)[CH2:30]2)[C:12]2[N:13]=[C:14]([NH:17][CH2:18][C:19]3[CH:24]=[CH:23][C:22]([F:25])=[C:21]([F:26])[CH:20]=3)[N:15]=[CH:16][C:11]=2[CH:10]=1.C(O)(C(F)(F)F)=O, predict the reaction product. The product is: [Cl:1][C:2]1[CH:7]=[C:6]([CH3:8])[CH:5]=[CH:4][C:3]=1[C:9]1[N:27]([CH2:28][C@@H:29]2[CH2:34][CH2:33][CH2:32][NH:31][CH2:30]2)[C:12]2[N:13]=[C:14]([NH:17][CH2:18][C:19]3[CH:24]=[CH:23][C:22]([F:25])=[C:21]([F:26])[CH:20]=3)[N:15]=[CH:16][C:11]=2[CH:10]=1. (2) The product is: [C:16]([NH:19][NH:20][C:13]([C:11]1[N:10]=[CH:9][N:8]([C:4]2[CH:5]=[CH:6][CH:7]=[C:2]([Br:1])[CH:3]=2)[CH:12]=1)=[O:15])(=[O:18])[CH3:17]. Given the reactants [Br:1][C:2]1[CH:3]=[C:4]([N:8]2[CH:12]=[C:11]([C:13]([OH:15])=O)[N:10]=[CH:9]2)[CH:5]=[CH:6][CH:7]=1.[C:16]([NH:19][NH2:20])(=[O:18])[CH3:17].ON1C2N=CC=CC=2N=N1.Cl.CN(C)CCCN=C=NCC, predict the reaction product. (3) Given the reactants [NH2:1][C:2]1[CH:7]=[C:6]([CH3:8])[CH:5]=[C:4]([CH3:9])[C:3]=1[OH:10].[F:11][C:12]1[CH:17]=[C:16]([Br:18])[CH:15]=[CH:14][C:13]=1[N:19]=[C:20]=S.O[Li].O.OO, predict the reaction product. The product is: [Br:18][C:16]1[CH:15]=[CH:14][C:13]([NH:19][C:20]2[O:10][C:3]3[C:4]([CH3:9])=[CH:5][C:6]([CH3:8])=[CH:7][C:2]=3[N:1]=2)=[C:12]([F:11])[CH:17]=1. (4) Given the reactants [C:1]([O:5][C:6](C1CCC2C=C(C(O)=O)C=CC=2C1)=[O:7])([CH3:4])([CH3:3])[CH3:2].Cl.CNC.[OH2:25].O[N:27]1[C:31]2[CH:32]=[CH:33][CH:34]=[CH:35][C:30]=2N=N1.[CH3:36][N:37]([CH3:46])[CH2:38][CH2:39][CH2:40]N=C=NCC.C(N([CH:53]([CH3:55])C)CC)(C)C, predict the reaction product. The product is: [CH3:46][N:37]([CH3:36])[C:38]([C:39]1[CH:40]=[C:34]2[C:35](=[CH:53][CH:55]=1)[CH2:30][CH:31]([NH:27][C:6](=[O:7])[O:5][C:1]([CH3:2])([CH3:3])[CH3:4])[CH2:32][CH2:33]2)=[O:25]. (5) Given the reactants [ClH:1].C1(C)C=CC=C[C:3]=1[C:8]1[CH:13]=[CH:12][CH:11]=[CH:10][C:9]=1[NH:14]N.Cl.O.[NH:19]1[CH2:24][CH2:23][C:22](=O)[CH2:21][CH2:20]1.Cl, predict the reaction product. The product is: [ClH:1].[CH3:3][C:8]1[C:9]2[NH:14][C:22]3[CH2:21][CH2:20][NH:19][CH2:24][C:23]=3[C:10]=2[CH:11]=[CH:12][CH:13]=1. (6) Given the reactants [C:1]([C:3]1([C:7]2[CH:12]=[CH:11][C:10]([N:13]3[CH2:18][CH2:17][C:16]([OH:19])=[C:15]([C:20]#[N:21])[C:14]3=[O:22])=[CH:9][CH:8]=2)[CH2:6][CH2:5][CH2:4]1)#[N:2].[C:23](Cl)(=O)C(Cl)=O.CO, predict the reaction product. The product is: [C:1]([C:3]1([C:7]2[CH:8]=[CH:9][C:10]([N:13]3[CH2:18][CH2:17][C:16]([O:19][CH3:23])=[C:15]([C:20]#[N:21])[C:14]3=[O:22])=[CH:11][CH:12]=2)[CH2:4][CH2:5][CH2:6]1)#[N:2]. (7) Given the reactants [NH2:1][C@H:2]([C:8]([O-:10])=[O:9])[CH2:3][CH2:4][C:5]([O-:7])=[O:6].[Na+:11].[Na+].[C:13](Cl)(=[O:25])[CH2:14][CH2:15][CH2:16][CH2:17][CH2:18][CH2:19][CH2:20][CH2:21][CH2:22][CH2:23][CH3:24].N[C@H](C(O)=O)CCC(O)=O.[OH-].[Na+].N(CC([O-])=O)C.[Na+], predict the reaction product. The product is: [NH2:1][C@H:2]([C:8]([O:10][C:13](=[O:25])[CH2:14][CH2:15][CH2:16][CH2:17][CH2:18][CH2:19][CH2:20][CH2:21][CH2:22][CH2:23][CH3:24])=[O:9])[CH2:3][CH2:4][C:5]([O-:7])=[O:6].[Na+:11].